Dataset: Catalyst prediction with 721,799 reactions and 888 catalyst types from USPTO. Task: Predict which catalyst facilitates the given reaction. (1) Reactant: [Cl:1][C:2]1[CH:3]=[C:4](/[C:9](/[C:18]([F:21])([F:20])[F:19])=[CH:10]\[C:11]([C:13]2[O:14][CH:15]=[CH:16][CH:17]=2)=[O:12])[CH:5]=[C:6]([Cl:8])[CH:7]=1.[Cl-].C1C2C(=CC3C(C=2[CH2:37][N+:38]24CCC(C(C=C)C2)CC4[C@@H](C2C4C(=CC=C(OC)C=4)N=CC=2)O)=CC=CC=3)C=CC=1.CC(C)(O)C#N.C(=O)([O-])[O-].[K+].[K+].[NH4+].[Cl-]. Product: [Cl:8][C:6]1[CH:5]=[C:4]([C:9]([C:18]([F:21])([F:20])[F:19])([CH2:10][C:11]([C:13]2[O:14][CH:15]=[CH:16][CH:17]=2)=[O:12])[C:37]#[N:38])[CH:3]=[C:2]([Cl:1])[CH:7]=1. The catalyst class is: 11. (2) Reactant: Cl.[Br:2][C:3]1[CH:11]=[C:10]2[C:6]([C:7]([CH2:22][CH2:23][O:24]C3CCCCO3)([CH2:13][CH2:14][O:15]C3CCCCO3)[C:8](=[O:12])[NH:9]2)=[CH:5][CH:4]=1.O. Product: [Br:2][C:3]1[CH:11]=[C:10]2[C:6]([C:7]([CH2:13][CH2:14][OH:15])([CH2:22][CH2:23][OH:24])[C:8](=[O:12])[NH:9]2)=[CH:5][CH:4]=1. The catalyst class is: 12. (3) Reactant: Br[CH2:2][C:3]1[CH:8]=[CH:7][CH:6]=[CH:5][C:4]=1[F:9].[NH2:10][C:11]([C@@H:13]1[CH2:17][CH2:16][C@@H:15]([C:18]2[CH:23]=[CH:22][C:21]([OH:24])=[CH:20][CH:19]=2)[N:14]1[C:25]([O:27][C:28]([CH3:31])([CH3:30])[CH3:29])=[O:26])=[O:12].C(=O)([O-])[O-].[K+].[K+].C(OCC)(=O)C. Product: [NH2:10][C:11]([C@@H:13]1[CH2:17][CH2:16][C@@H:15]([C:18]2[CH:23]=[CH:22][C:21]([O:24][CH2:2][C:3]3[CH:8]=[CH:7][CH:6]=[CH:5][C:4]=3[F:9])=[CH:20][CH:19]=2)[N:14]1[C:25]([O:27][C:28]([CH3:31])([CH3:30])[CH3:29])=[O:26])=[O:12]. The catalyst class is: 47. (4) Reactant: [NH2:1][C:2]1[CH:7]=[C:6]([N:8]2[CH2:12][CH2:11][C@H:10]([N:13]([CH3:15])[CH3:14])[CH2:9]2)[C:5]([C:16]2[CH:21]=[CH:20][CH:19]=[CH:18][CH:17]=2)=[CH:4][C:3]=1[C:22]#[N:23].[C:24](Cl)(=[O:29])[C:25]([CH3:28])([CH3:27])[CH3:26].C(OCC)(=O)C.[OH-].[Na+]. Product: [C:22]([C:3]1[C:2]([NH:1][C:24](=[O:29])[C:25]([CH3:28])([CH3:27])[CH3:26])=[CH:7][C:6]([N:8]2[CH2:12][CH2:11][C@H:10]([N:13]([CH3:14])[CH3:15])[CH2:9]2)=[C:5]([C:16]2[CH:17]=[CH:18][CH:19]=[CH:20][CH:21]=2)[CH:4]=1)#[N:23]. The catalyst class is: 17. (5) Reactant: C([O:8][C:9]1[CH:13]=[C:12](/[CH:14]=[CH:15]/[C:16]([O:18][CH2:19][CH3:20])=[O:17])[N:11]([CH3:21])[N:10]=1)C1C=CC=CC=1. Product: [OH:8][C:9]1[CH:13]=[C:12]([CH2:14][CH2:15][C:16]([O:18][CH2:19][CH3:20])=[O:17])[N:11]([CH3:21])[N:10]=1. The catalyst class is: 352. (6) Reactant: [F:1][C:2]1[CH:11]=[C:10]2[C:5]([CH:6]=[CH:7][C:8](=[O:17])[N:9]2[CH2:12][CH2:13][C:14]([OH:16])=O)=[CH:4][CH:3]=1.C(Cl)(=O)C(Cl)=O.[Cl-].[Cl-].[Cl-].[Al+3].C([O-])(O)=O.[Na+]. Product: [F:1][C:2]1[CH:3]=[CH:4][C:5]2[CH:6]=[CH:7][C:8](=[O:17])[N:9]3[C:10]=2[C:11]=1[C:14](=[O:16])[CH2:13][CH2:12]3. The catalyst class is: 139. (7) Reactant: [C@@H:1]1([NH2:7])[CH2:5][CH2:4][CH2:3][C@@H:2]1[NH2:6].[C:8]([O:12][C:13](ON=C(C1C=CC=CC=1)C#N)=[O:14])([CH3:11])([CH3:10])[CH3:9].O. Product: [C:8]([O:12][C:13]([NH:6][C@@H:2]1[CH2:3][CH2:4][CH2:5][C@@H:1]1[NH2:7])=[O:14])([CH3:11])([CH3:10])[CH3:9]. The catalyst class is: 236. (8) Reactant: [Cl:1][C:2]1[C:3]([C:9](=[N:19][OH:20])[CH2:10][NH:11][C:12](=[O:18])[O:13][C:14]([CH3:17])([CH3:16])[CH3:15])=[N:4][CH:5]=[C:6]([Cl:8])[CH:7]=1.C(=O)([O-])[O-].[K+].[K+].FC(F)(F)S(O[CH2:33][C:34]([F:37])([F:36])[F:35])(=O)=O.O. Product: [Cl:1][C:2]1[C:3]([C:9](=[N:19][O:20][CH2:33][C:34]([F:37])([F:36])[F:35])[CH2:10][NH:11][C:12](=[O:18])[O:13][C:14]([CH3:17])([CH3:15])[CH3:16])=[N:4][CH:5]=[C:6]([Cl:8])[CH:7]=1. The catalyst class is: 9. (9) Reactant: [C:1]([O:5][C:6]([N:8]1[CH2:13][CH2:12][CH2:11][C@@H:10]([C:14](=[NH:17])[NH:15][OH:16])[CH2:9]1)=[O:7])([CH3:4])([CH3:3])[CH3:2].[F:18][C:19]1[CH:27]=[CH:26][C:22]([C:23](O)=O)=[CH:21][CH:20]=1.C1C=CC2N(O)N=NC=2C=1.CCN=C=NCCCN(C)C.Cl.C(N(CC)CC)C. Product: [C:1]([O:5][C:6]([N:8]1[CH2:13][CH2:12][CH2:11][C@@H:10]([C:14]2[N:17]=[C:23]([C:22]3[CH:26]=[CH:27][C:19]([F:18])=[CH:20][CH:21]=3)[O:16][N:15]=2)[CH2:9]1)=[O:7])([CH3:4])([CH3:2])[CH3:3]. The catalyst class is: 12. (10) Reactant: [Cl:1][C:2]1[C:10]([N+:11]([O-:13])=[O:12])=[CH:9][CH:8]=[C:7]([Cl:14])[C:3]=1[C:4](O)=[O:5].C(Cl)(=O)C([Cl:18])=O. Product: [Cl:1][C:2]1[C:10]([N+:11]([O-:13])=[O:12])=[CH:9][CH:8]=[C:7]([Cl:14])[C:3]=1[C:4]([Cl:18])=[O:5]. The catalyst class is: 59.